Dataset: Buchwald-Hartwig C-N cross coupling reaction yields with 55,370 reactions. Task: Predict the reaction yield, written as a fraction of the theoretical maximum amount of product (1.0 means a 100% yield; for example, 0.34 means a 34% yield). The reactants are Clc1cccnc1.Cc1ccc(N)cc1.O=S(=O)(O[Pd]1c2ccccc2-c2ccccc2N~1)C(F)(F)F.COc1ccc(OC)c(P(C(C)(C)C)C(C)(C)C)c1-c1c(C(C)C)cc(C(C)C)cc1C(C)C.CN1CCCN2CCCN=C12.COC(=O)c1ccno1. No catalyst specified. The product is Cc1ccc(Nc2cccnc2)cc1. The yield is 0.249.